From a dataset of Full USPTO retrosynthesis dataset with 1.9M reactions from patents (1976-2016). Predict the reactants needed to synthesize the given product. (1) Given the product [C:25]([C:2]1[CH:3]=[C:4]2[C:9](=[C:10]([NH:12][C@H:13]3[CH2:17][CH2:16][N:15]([C:18]([O:20][C:21]([CH3:24])([CH3:23])[CH3:22])=[O:19])[CH2:14]3)[N:11]=1)[N:8]=[CH:7][CH:6]=[CH:5]2)#[N:26], predict the reactants needed to synthesize it. The reactants are: Br[C:2]1[CH:3]=[C:4]2[C:9](=[C:10]([NH:12][C@H:13]3[CH2:17][CH2:16][N:15]([C:18]([O:20][C:21]([CH3:24])([CH3:23])[CH3:22])=[O:19])[CH2:14]3)[N:11]=1)[N:8]=[CH:7][CH:6]=[CH:5]2.[CH3:25][N:26](C)CCN(C)C.CC1(C)C2C(=C(P(C3C=CC=CC=3)C3C=CC=CC=3)C=CC=2)OC2C(P(C3C=CC=CC=3)C3C=CC=CC=3)=CC=CC1=2. (2) Given the product [C:14]([O:18][C:19](=[O:22])[CH2:20][C:10]1[CH:9]=[CH:8][C:3]([C:4]([O:6][CH3:7])=[O:5])=[C:2]([Cl:1])[CH:11]=1)([CH3:17])([CH3:16])[CH3:15], predict the reactants needed to synthesize it. The reactants are: [Cl:1][C:2]1[CH:11]=[C:10](I)[CH:9]=[CH:8][C:3]=1[C:4]([O:6][CH3:7])=[O:5].[Br-].[C:14]([O:18][C:19](=[O:22])[CH2:20][Zn+])([CH3:17])([CH3:16])[CH3:15].[Cl-].[NH4+].C(OCC)(=O)C. (3) The reactants are: [C:1]([O:7][CH2:8][N:9]1[C:13]2[N:14]=[N:15][CH:16]=[C:17]([C:18]3[CH:19]=[N:20][N:21](C(OCC)C)[CH:22]=3)[C:12]=2[CH:11]=[CH:10]1)(=[O:6])[C:2]([CH3:5])([CH3:4])[CH3:3].Cl.[OH-].[Na+]. Given the product [C:1]([O:7][CH2:8][N:9]1[C:13]2[N:14]=[N:15][CH:16]=[C:17]([C:18]3[CH:19]=[N:20][NH:21][CH:22]=3)[C:12]=2[CH:11]=[CH:10]1)(=[O:6])[C:2]([CH3:5])([CH3:4])[CH3:3], predict the reactants needed to synthesize it. (4) Given the product [Cl:1][C:2]1[CH:3]=[CH:4][C:5]([N:8]([C:45](=[O:50])[CH2:46][CH:47]([CH3:49])[CH3:48])[C:9]2[CH:10]=[C:11]([CH:25]([CH2:29][CH:30]([CH3:32])[CH3:31])[C:26]([OH:28])=[O:27])[CH:12]=[C:13]([C:15]3[CH:16]=[CH:17][C:18]([C:21]([F:24])([F:22])[F:23])=[CH:19][CH:20]=3)[CH:14]=2)=[CH:6][CH:7]=1, predict the reactants needed to synthesize it. The reactants are: [Cl:1][C:2]1[CH:7]=[CH:6][C:5]([NH:8][C:9]2[CH:10]=[C:11]([CH:25]([CH2:29][CH:30]([CH3:32])[CH3:31])[C:26]([OH:28])=[O:27])[CH:12]=[C:13]([C:15]3[CH:20]=[CH:19][C:18]([C:21]([F:24])([F:23])[F:22])=[CH:17][CH:16]=3)[CH:14]=2)=[CH:4][CH:3]=1.C([O-])(=O)C.[Na+].C1(C)C=CC=CC=1.[C:45](Cl)(=[O:50])[CH2:46][CH:47]([CH3:49])[CH3:48].